Dataset: NCI-60 drug combinations with 297,098 pairs across 59 cell lines. Task: Regression. Given two drug SMILES strings and cell line genomic features, predict the synergy score measuring deviation from expected non-interaction effect. (1) Drug 1: C1C(C(OC1N2C=NC3=C2NC=NCC3O)CO)O. Drug 2: C1C(C(OC1N2C=NC(=NC2=O)N)CO)O. Cell line: HCT116. Synergy scores: CSS=16.4, Synergy_ZIP=-4.61, Synergy_Bliss=-3.34, Synergy_Loewe=-21.2, Synergy_HSA=-7.31. (2) Drug 1: C1=NNC2=C1C(=O)NC=N2. Drug 2: CC1=C(C(=O)C2=C(C1=O)N3CC4C(C3(C2COC(=O)N)OC)N4)N. Cell line: SK-MEL-5. Synergy scores: CSS=43.6, Synergy_ZIP=0.823, Synergy_Bliss=0.160, Synergy_Loewe=-38.6, Synergy_HSA=0.411. (3) Drug 1: COC1=NC(=NC2=C1N=CN2C3C(C(C(O3)CO)O)O)N. Drug 2: CS(=O)(=O)OCCCCOS(=O)(=O)C. Cell line: RPMI-8226. Synergy scores: CSS=18.9, Synergy_ZIP=-7.96, Synergy_Bliss=-4.85, Synergy_Loewe=12.7, Synergy_HSA=0.837. (4) Drug 1: C1CNP(=O)(OC1)N(CCCl)CCCl. Drug 2: CC12CCC3C(C1CCC2OP(=O)(O)O)CCC4=C3C=CC(=C4)OC(=O)N(CCCl)CCCl.[Na+]. Cell line: SW-620. Synergy scores: CSS=5.82, Synergy_ZIP=-2.69, Synergy_Bliss=-3.75, Synergy_Loewe=0.748, Synergy_HSA=-3.84. (5) Drug 1: CC1C(C(=O)NC(C(=O)N2CCCC2C(=O)N(CC(=O)N(C(C(=O)O1)C(C)C)C)C)C(C)C)NC(=O)C3=C4C(=C(C=C3)C)OC5=C(C(=O)C(=C(C5=N4)C(=O)NC6C(OC(=O)C(N(C(=O)CN(C(=O)C7CCCN7C(=O)C(NC6=O)C(C)C)C)C)C(C)C)C)N)C. Drug 2: CC(C)(C#N)C1=CC(=CC(=C1)CN2C=NC=N2)C(C)(C)C#N. Cell line: CAKI-1. Synergy scores: CSS=11.9, Synergy_ZIP=-0.0454, Synergy_Bliss=4.10, Synergy_Loewe=-0.227, Synergy_HSA=-0.0316.